This data is from Full USPTO retrosynthesis dataset with 1.9M reactions from patents (1976-2016). The task is: Predict the reactants needed to synthesize the given product. (1) Given the product [CH3:1][C:2]1[CH:3]=[C:4]([CH:30]=[CH:31][C:32]=1[CH3:33])[CH2:5][CH:6]([CH2:10][C:11]([N:12]1[CH2:13][CH2:14][CH:15]([N:18]2[CH2:27][C:26]3[C:21](=[CH:22][CH:23]=[CH:24][CH:25]=3)[NH:20][C:19]2=[O:28])[CH2:16][CH2:17]1)=[O:29])[C:7]([N:44]1[CH2:43][CH2:42][N:41]([CH:38]2[CH2:39][CH2:40][N:35]([CH3:34])[CH2:36][CH2:37]2)[CH2:46][CH2:45]1)=[O:8], predict the reactants needed to synthesize it. The reactants are: [CH3:1][C:2]1[CH:3]=[C:4]([CH:30]=[CH:31][C:32]=1[CH3:33])[CH2:5][CH:6]([CH2:10][C:11](=[O:29])[N:12]1[CH2:17][CH2:16][CH:15]([N:18]2[CH2:27][C:26]3[C:21](=[CH:22][CH:23]=[CH:24][CH:25]=3)[NH:20][C:19]2=[O:28])[CH2:14][CH2:13]1)[C:7](O)=[O:8].[CH3:34][N:35]1[CH2:40][CH2:39][CH:38]([N:41]2[CH2:46][CH2:45][NH:44][CH2:43][CH2:42]2)[CH2:37][CH2:36]1. (2) Given the product [S:11]1(=[O:13])(=[O:12])[CH2:7][CH:8]=[C:9]([S:14]([NH2:1])(=[O:16])=[O:15])[CH2:10]1, predict the reactants needed to synthesize it. The reactants are: [NH3:1].C1COCC1.[CH2:7]1[S:11](=[O:13])(=[O:12])[CH2:10][C:9]([S:14](Cl)(=[O:16])=[O:15])=[CH:8]1. (3) Given the product [NH2:47][C:20]([CH2:21][CH2:22][CH3:23])=[CH:25][C:26]([O:28][CH2:29][C:30]1[CH:35]=[CH:34][CH:33]=[CH:32][CH:31]=1)=[O:27], predict the reactants needed to synthesize it. The reactants are: C(CC(OCC)=O)(=O)CCC.C(O)C1C=CC=CC=1.[C:20]([CH2:25][C:26]([O:28][CH2:29][C:30]1[CH:35]=[CH:34][CH:33]=[CH:32][CH:31]=1)=[O:27])(=O)[CH2:21][CH2:22][CH3:23].COC1C=CC(C2(C3C=CC(OC)=CC=3)CC[NH:47]CC2)=CC=1.N. (4) Given the product [CH2:24]([O:28][C:29]([C:2]1[N:7]=[N:6][CH:5]=[C:4]2[N:8]([C:11]3[CH:16]=[CH:15][C:14]([F:17])=[CH:13][CH:12]=3)[N:9]=[CH:10][C:3]=12)=[O:31])[CH3:26], predict the reactants needed to synthesize it. The reactants are: Cl[C:2]1[N:7]=[N:6][CH:5]=[C:4]2[N:8]([C:11]3[CH:16]=[CH:15][C:14]([F:17])=[CH:13][CH:12]=3)[N:9]=[CH:10][C:3]=12.CCN([CH:24]([CH3:26])C)C(C)C.[C]=[O:28].[CH2:29]([OH:31])C. (5) Given the product [Br:2][C:3]1[CH:4]=[CH:5][C:6]([F:24])=[C:7]([C@:9]23[CH2:16][O:15][C@H:14]([C:17]([F:20])([F:19])[CH3:18])[C@H:13]2[CH2:12][O:11][NH:10]3)[CH:8]=1, predict the reactants needed to synthesize it. The reactants are: Cl.[Br:2][C:3]1[CH:4]=[CH:5][C:6]([F:24])=[C:7]([C@:9]23[CH2:16][O:15][C@H:14]([C:17]([F:20])([F:19])[CH3:18])[C@H:13]2[CH2:12][O:11][N:10]3C(=O)C)[CH:8]=1.[OH-].[Na+].C(OCC)(=O)C.